Dataset: Forward reaction prediction with 1.9M reactions from USPTO patents (1976-2016). Task: Predict the product of the given reaction. (1) Given the reactants [F:1][C:2]([F:14])([C:8]1[CH:13]=[CH:12][CH:11]=[CH:10][N:9]=1)[C:3](OCC)=[O:4].[BH4-].[Na+], predict the reaction product. The product is: [F:14][C:2]([F:1])([C:8]1[CH:13]=[CH:12][CH:11]=[CH:10][N:9]=1)[CH2:3][OH:4]. (2) Given the reactants [CH3:1][O:2][C:3]1[CH:8]=[CH:7][C:6]([C:9]2[C:14]3[CH:15]=[CH:16][S:17][C:13]=3[CH:12]=[CH:11][CH:10]=2)=[CH:5][CH:4]=1.C(Cl)Cl.C(=O)=O.[Br:24]Br, predict the reaction product. The product is: [Br:24][C:12]1[C:13]2[S:17][CH:16]=[CH:15][C:14]=2[C:9]([C:6]2[CH:7]=[CH:8][C:3]([O:2][CH3:1])=[CH:4][CH:5]=2)=[CH:10][CH:11]=1. (3) Given the reactants N(C(OC(C)(C)C)=O)CC([NH:5][CH2:6][C:7]([NH:9][C@H:10]([C:15]([OH:17])=[O:16])[CH2:11][CH:12](C)[CH3:13])=[O:8])=O.[CH3:25][N:26]1[C@@H:43]2[CH2:44][C:31]3[CH:32]=[CH:33][C:34]([O:45][CH3:46])=[C:35]4[O:36][C@H:37]5[C:38]([CH2:40][CH2:41][C@@H:42]2[C@:29]5([C:30]=34)[CH2:28][CH2:27]1)=[O:39].Cl, predict the reaction product. The product is: [NH2:5][C@H:6]([C:7]([N:9]1[CH2:13][CH2:12][CH2:11][C@H:10]1[C:15]([OH:17])=[O:16])=[O:8])[CH3:25].[CH3:25][N:26]1[C@@H:43]2[CH2:44][C:31]3[CH:32]=[CH:33][C:34]([O:45][CH3:46])=[C:35]4[O:36][C@H:37]5[C:38]([CH2:40][CH2:41][C@@H:42]2[C@:29]5([C:30]=34)[CH2:28][CH2:27]1)=[O:39]. (4) Given the reactants [F:1][C:2]1[CH:7]=[C:6]([NH:8][C:9]([NH:11][CH2:12][CH2:13][OH:14])=[O:10])[CH:5]=[CH:4][C:3]=1[C:15]1[N:16]=[C:17]([N:29]2[CH2:34][CH2:33][O:32][CH2:31][C@@H:30]2C)[C:18]2[CH2:23][N:22](C(OCC)=O)[CH2:21][C:19]=2[N:20]=1.ClC1N=[C:39](N2CCOCC2)[C:40]2CN(C(C)C)C[C:41]=2N=1, predict the reaction product. The product is: [F:1][C:2]1[CH:7]=[C:6]([NH:8][C:9]([NH:11][CH2:12][CH2:13][OH:14])=[O:10])[CH:5]=[CH:4][C:3]=1[C:15]1[N:16]=[C:17]([N:29]2[CH2:30][CH2:31][O:32][CH2:33][CH2:34]2)[C:18]2[CH2:23][N:22]([CH:40]([CH3:41])[CH3:39])[CH2:21][C:19]=2[N:20]=1. (5) Given the reactants [F:1][C:2]1[C:7]([OH:8])=[CH:6][CH:5]=[C:4]([F:9])[C:3]=1[C:10]([NH2:12])=[O:11].O[CH2:14][C:15]1[CH:20]=[CH:19][N:18]=[C:17]([CH3:21])[CH:16]=1, predict the reaction product. The product is: [F:1][C:2]1[C:7]([O:8][CH2:14][C:15]2[CH:20]=[CH:19][N:18]=[C:17]([CH3:21])[CH:16]=2)=[CH:6][CH:5]=[C:4]([F:9])[C:3]=1[C:10]([NH2:12])=[O:11]. (6) Given the reactants Cl[C:2]1[C:11]2[C:6](=[CH:7][C:8]([S:12]([N:15](CC3C=CC(OC)=CC=3)[C:16]3[CH:21]=[CH:20][N:19]=[CH:18][N:17]=3)(=[O:14])=[O:13])=[CH:9][CH:10]=2)[C:5]([F:31])=[CH:4][N:3]=1.[Cl:32][C:33]1[CH:38]=[CH:37][C:36](B(O)O)=[C:35]([O:42][CH3:43])[CH:34]=1, predict the reaction product. The product is: [Cl:32][C:33]1[CH:38]=[CH:37][C:36]([C:2]2[C:11]3[C:6](=[CH:7][C:8]([S:12]([NH:15][C:16]4[CH:21]=[CH:20][N:19]=[CH:18][N:17]=4)(=[O:13])=[O:14])=[CH:9][CH:10]=3)[C:5]([F:31])=[CH:4][N:3]=2)=[C:35]([O:42][CH3:43])[CH:34]=1. (7) The product is: [Br-:25].[CH2:19]([O:18][P:17]([CH2:22][CH2:23][CH2:24][N+:9]1[C:10]2[C:5](=[CH:4][C:3]([O:2][CH3:1])=[CH:12][CH:11]=2)[CH:6]=[CH:7][C:8]=1[CH3:13])([O:16][CH2:14][CH3:15])=[O:21])[CH3:20]. Given the reactants [CH3:1][O:2][C:3]1[CH:4]=[C:5]2[C:10](=[CH:11][CH:12]=1)[N:9]=[C:8]([CH3:13])[CH:7]=[CH:6]2.[CH2:14]([O:16][P:17]([CH2:22][CH2:23][CH2:24][Br:25])(=[O:21])[O:18][CH2:19][CH3:20])[CH3:15].C(OCC)(=O)C, predict the reaction product. (8) Given the reactants Cl.[F:2][C:3]1[CH:8]=[C:7]([F:9])[CH:6]=[CH:5][C:4]=1[C:10]1[O:14][N:13]=[C:12]([CH:15]2[CH2:20][CH2:19][CH2:18][NH:17][CH2:16]2)[N:11]=1.[F:21][C:22]1[CH:23]=[C:24]([CH:28]=[CH:29][C:30]=1[F:31])[C:25](Cl)=[O:26], predict the reaction product. The product is: [F:21][C:22]1[CH:23]=[C:24]([C:25]([N:17]2[CH2:18][CH2:19][CH2:20][CH:15]([C:12]3[N:11]=[C:10]([C:4]4[CH:5]=[CH:6][C:7]([F:9])=[CH:8][C:3]=4[F:2])[O:14][N:13]=3)[CH2:16]2)=[O:26])[CH:28]=[CH:29][C:30]=1[F:31]. (9) The product is: [Cl:1][C:2]1[CH:10]=[C:6]([C:7]([OH:9])=[O:8])[CH:5]=[N:4][C:3]=1[N:13]1[CH2:14][CH2:15][CH:16]([N:19]2[C:24]3[CH:25]=[CH:26][CH:27]=[CH:28][C:23]=3[CH2:22][O:21][C:20]2=[O:29])[CH2:17][CH2:18]1. Given the reactants [Cl:1][C:2]1[C:3](Cl)=[N:4][CH:5]=[C:6]([CH:10]=1)[C:7]([OH:9])=[O:8].Cl.[NH:13]1[CH2:18][CH2:17][CH:16]([N:19]2[C:24]3[CH:25]=[CH:26][CH:27]=[CH:28][C:23]=3[CH2:22][O:21][C:20]2=[O:29])[CH2:15][CH2:14]1, predict the reaction product. (10) Given the reactants [F:1][C:2]1[CH:3]=[C:4]([CH:20]=[CH:21][C:22]=1[NH:23][C:24]([NH:26][C:27]1[CH:32]=[C:31]([CH3:33])[CH:30]=[CH:29][C:28]=1[F:34])=[O:25])[O:5][C:6]1[CH:11]=[CH:10][N:9]=[C:8]([C:12]2[NH:16][CH:15]=[C:14]([C:17](O)=[O:18])[CH:13]=2)[CH:7]=1.CN(C(ON1N=NC2C=CC=NC1=2)=[N+](C)C)C.F[P-](F)(F)(F)(F)F.C(N(CC)C(C)C)(C)C.Cl.[CH2:69]([O:71][C:72](=[O:76])[CH2:73][CH2:74][NH2:75])[CH3:70].Cl, predict the reaction product. The product is: [F:1][C:2]1[CH:3]=[C:4]([CH:20]=[CH:21][C:22]=1[NH:23][C:24]([NH:26][C:27]1[CH:32]=[C:31]([CH3:33])[CH:30]=[CH:29][C:28]=1[F:34])=[O:25])[O:5][C:6]1[CH:11]=[CH:10][N:9]=[C:8]([C:12]2[NH:16][CH:15]=[C:14]([C:17]([NH:75][CH2:74][CH2:73][C:72]([O:71][CH2:69][CH3:70])=[O:76])=[O:18])[CH:13]=2)[CH:7]=1.